This data is from Reaction yield outcomes from USPTO patents with 853,638 reactions. The task is: Predict the reaction yield, written as a fraction of the theoretical maximum amount of product (1.0 means a 100% yield; for example, 0.34 means a 34% yield). (1) The yield is 0.740. The catalyst is O.O1CCCC1.C(O)C. The product is [CH3:1][C@H:2]1[CH2:7][NH:6][C@H:5]([CH3:8])[CH2:4][N:3]1[C:20]([O:22][CH2:23][CH3:24])=[O:21]. The reactants are [CH3:1][C@H:2]1[CH2:7][NH:6][C@H:5]([CH3:8])[CH2:4][NH:3]1.CS(O)(=O)=O.C([O-])(=O)C.[K+].Cl[C:20]([O:22][CH2:23][CH3:24])=[O:21]. (2) The reactants are [O-]CC.[K+:4].[C:5]([O:12][CH2:13][CH3:14])(=[O:11])[C:6]([O:8]CC)=O.[Cl:15][C:16]1[C:21]([N+:22]([O-:24])=[O:23])=[C:20]([CH3:25])[CH:19]=[CH:18][N:17]=1. The catalyst is C(OCC)C. The product is [Cl:15][C:16]1[C:21]([N+:22]([O-:24])=[O:23])=[C:20](/[CH:25]=[C:6](\[O-:8])/[C:5]([O:12][CH2:13][CH3:14])=[O:11])[CH:19]=[CH:18][N:17]=1.[K+:4]. The yield is 0.810.